The task is: Predict the reactants needed to synthesize the given product.. This data is from Full USPTO retrosynthesis dataset with 1.9M reactions from patents (1976-2016). (1) The reactants are: [Br:1][C:2]1[CH:7]=[CH:6][C:5]([CH:8](Cl)[N:9]=[C:10]=[O:11])=[CH:4][CH:3]=1.[F:13][C:14]([F:29])([F:28])[C:15]1[CH:16]=[C:17]([NH:21][C:22]2[CH2:26][CH2:25][C:24](=[O:27])[CH:23]=2)[CH:18]=[CH:19][CH:20]=1.O. Given the product [Br:1][C:2]1[CH:7]=[CH:6][C:5]([CH:8]2[NH:9][C:10](=[O:11])[N:21]([C:17]3[CH:18]=[CH:19][CH:20]=[C:15]([C:14]([F:13])([F:28])[F:29])[CH:16]=3)[C:22]3[CH2:26][CH2:25][C:24](=[O:27])[C:23]2=3)=[CH:4][CH:3]=1, predict the reactants needed to synthesize it. (2) Given the product [CH3:11][O:12][C:13]1[CH:30]=[CH:29][C:28]2[C@@H:27]3[C@H:18]([C@@:19]45[CH2:32][C@@H:20]4[C@@H:21]([CH3:35])[C:22](=[O:31])[C@:23]5([CH2:25][CH2:26]3)[CH3:24])[C@H:17]([CH3:33])[CH2:16][C:15]=2[CH:14]=1, predict the reactants needed to synthesize it. The reactants are: C[Si]([N-][Si](C)(C)C)(C)C.[Li+].[CH3:11][O:12][C:13]1[CH:30]=[CH:29][C:28]2[C@@H:27]3[C@H:18]([C@@:19]45[CH2:32][C@@H:20]4[CH2:21][C:22](=[O:31])[C@:23]5([CH2:25][CH2:26]3)[CH3:24])[C@H:17]([CH3:33])[CH2:16][C:15]=2[CH:14]=1.I[CH3:35].[Cl-].[NH4+].